Predict the reaction yield, written as a fraction of the theoretical maximum amount of product (1.0 means a 100% yield; for example, 0.34 means a 34% yield). From a dataset of Reaction yield outcomes from USPTO patents with 853,638 reactions. The reactants are [CH2:1]([C:5]1[N:6](COCC[Si](C)(C)C)[C:7]([C:10]2[CH:11]=[C:12]([CH:17]=[CH:18][CH:19]=2)[C:13]([O:15][CH3:16])=[O:14])=[CH:8][N:9]=1)[CH2:2][CH2:3][CH3:4].Cl.C(N(CC)CC)C.[C:44](O[C:44]([O:46][C:47]([CH3:50])([CH3:49])[CH3:48])=[O:45])([O:46][C:47]([CH3:50])([CH3:49])[CH3:48])=[O:45]. The catalyst is C(O)C.CO. The product is [CH2:1]([C:5]1[N:6]([C:44]([O:46][C:47]([CH3:48])([CH3:49])[CH3:50])=[O:45])[C:7]([C:10]2[CH:11]=[C:12]([CH:17]=[CH:18][CH:19]=2)[C:13]([O:15][CH3:16])=[O:14])=[CH:8][N:9]=1)[CH2:2][CH2:3][CH3:4]. The yield is 0.300.